This data is from Retrosynthesis with 50K atom-mapped reactions and 10 reaction types from USPTO. The task is: Predict the reactants needed to synthesize the given product. Given the product Nc1ccc(S(N)(=O)=O)cc1Sc1ccc(Cl)cc1, predict the reactants needed to synthesize it. The reactants are: NS(=O)(=O)c1ccc([N+](=O)[O-])c(Sc2ccc(Cl)cc2)c1.